This data is from Full USPTO retrosynthesis dataset with 1.9M reactions from patents (1976-2016). The task is: Predict the reactants needed to synthesize the given product. (1) Given the product [Cl:26][C:22]1[CH:23]=[C:24]2[C:19](=[CH:20][C:21]=1[F:27])[NH:18][C:17](=[O:28])[C:16]([C@H:14]([NH:13][C:2]1[N:7]=[C:6]([O:8][CH3:9])[C:5]([C:10]#[N:11])=[CH:4][N:3]=1)[CH3:15])=[CH:25]2, predict the reactants needed to synthesize it. The reactants are: Cl[C:2]1[N:7]=[C:6]([O:8][CH3:9])[C:5]([C:10]#[N:11])=[CH:4][N:3]=1.Cl.[NH2:13][C@@H:14]([C:16]1[C:17](=[O:28])[NH:18][C:19]2[C:24]([CH:25]=1)=[CH:23][C:22]([Cl:26])=[C:21]([F:27])[CH:20]=2)[CH3:15].CCN(C(C)C)C(C)C. (2) Given the product [O:2]1[C:6]2[CH:7]=[CH:8][CH:9]=[C:10]([CH:11]3[CH2:16][CH2:15][N:14]([CH2:17][CH2:18][C@H:19]4[CH2:20][CH2:21][C@H:22]([NH:25][C:29](=[O:30])[C@@H:28]([O:27][CH3:26])[CH3:32])[CH2:23][CH2:24]4)[CH2:13][CH2:12]3)[C:5]=2[O:4][CH2:3]1, predict the reactants needed to synthesize it. The reactants are: Cl.[O:2]1[C:6]2[CH:7]=[CH:8][CH:9]=[C:10]([CH:11]3[CH2:16][CH2:15][N:14]([CH2:17][CH2:18][C@H:19]4[CH2:24][CH2:23][C@H:22]([NH2:25])[CH2:21][CH2:20]4)[CH2:13][CH2:12]3)[C:5]=2[O:4][CH2:3]1.[CH3:26][O:27][C@@H:28]([CH3:32])[C:29](O)=[O:30]. (3) Given the product [Cl:15][C:14]1[C:9]([OH:8])=[C:10]([CH2:16][C:17]([O:19][CH3:20])=[O:18])[CH:11]=[CH:12][CH:13]=1, predict the reactants needed to synthesize it. The reactants are: C([O:8][C:9]1[C:14]([Cl:15])=[CH:13][CH:12]=[CH:11][C:10]=1[CH2:16][C:17]([O:19][CH3:20])=[O:18])C1C=CC=CC=1.